Dataset: NCI-60 drug combinations with 297,098 pairs across 59 cell lines. Task: Regression. Given two drug SMILES strings and cell line genomic features, predict the synergy score measuring deviation from expected non-interaction effect. (1) Drug 1: C1CN1C2=NC(=NC(=N2)N3CC3)N4CC4. Drug 2: CC12CCC3C(C1CCC2OP(=O)(O)O)CCC4=C3C=CC(=C4)OC(=O)N(CCCl)CCCl.[Na+]. Cell line: HT29. Synergy scores: CSS=31.9, Synergy_ZIP=-8.63, Synergy_Bliss=-2.34, Synergy_Loewe=-1.44, Synergy_HSA=1.61. (2) Drug 1: C1=NC2=C(N=C(N=C2N1C3C(C(C(O3)CO)O)O)F)N. Drug 2: C1C(C(OC1N2C=NC3=C2NC=NCC3O)CO)O. Cell line: RPMI-8226. Synergy scores: CSS=4.28, Synergy_ZIP=-2.81, Synergy_Bliss=-7.14, Synergy_Loewe=0.796, Synergy_HSA=-4.94. (3) Drug 1: CC1=C2C(C(=O)C3(C(CC4C(C3C(C(C2(C)C)(CC1OC(=O)C(C(C5=CC=CC=C5)NC(=O)OC(C)(C)C)O)O)OC(=O)C6=CC=CC=C6)(CO4)OC(=O)C)O)C)O. Drug 2: CC1C(C(CC(O1)OC2CC(CC3=C2C(=C4C(=C3O)C(=O)C5=C(C4=O)C(=CC=C5)OC)O)(C(=O)CO)O)N)O.Cl. Cell line: K-562. Synergy scores: CSS=29.9, Synergy_ZIP=-6.53, Synergy_Bliss=-6.28, Synergy_Loewe=-9.79, Synergy_HSA=-3.34. (4) Drug 1: CC1CCC2CC(C(=CC=CC=CC(CC(C(=O)C(C(C(=CC(C(=O)CC(OC(=O)C3CCCCN3C(=O)C(=O)C1(O2)O)C(C)CC4CCC(C(C4)OC)O)C)C)O)OC)C)C)C)OC. Drug 2: C1CC(=O)NC(=O)C1N2C(=O)C3=CC=CC=C3C2=O. Cell line: TK-10. Synergy scores: CSS=19.5, Synergy_ZIP=-3.44, Synergy_Bliss=-0.892, Synergy_Loewe=1.04, Synergy_HSA=2.21. (5) Drug 1: CC1C(C(=O)NC(C(=O)N2CCCC2C(=O)N(CC(=O)N(C(C(=O)O1)C(C)C)C)C)C(C)C)NC(=O)C3=C4C(=C(C=C3)C)OC5=C(C(=O)C(=C(C5=N4)C(=O)NC6C(OC(=O)C(N(C(=O)CN(C(=O)C7CCCN7C(=O)C(NC6=O)C(C)C)C)C)C(C)C)C)N)C. Drug 2: C1=CC=C(C(=C1)C(C2=CC=C(C=C2)Cl)C(Cl)Cl)Cl. Cell line: OVCAR3. Synergy scores: CSS=39.6, Synergy_ZIP=1.80, Synergy_Bliss=5.42, Synergy_Loewe=-10.3, Synergy_HSA=3.82. (6) Drug 1: C1CC(=O)NC(=O)C1N2CC3=C(C2=O)C=CC=C3N. Synergy scores: CSS=36.0, Synergy_ZIP=-3.21, Synergy_Bliss=-7.00, Synergy_Loewe=-24.3, Synergy_HSA=-8.99. Cell line: MOLT-4. Drug 2: CC(CN1CC(=O)NC(=O)C1)N2CC(=O)NC(=O)C2. (7) Drug 1: CN(C)N=NC1=C(NC=N1)C(=O)N. Drug 2: CC1=C2C(C(=O)C3(C(CC4C(C3C(C(C2(C)C)(CC1OC(=O)C(C(C5=CC=CC=C5)NC(=O)OC(C)(C)C)O)O)OC(=O)C6=CC=CC=C6)(CO4)OC(=O)C)O)C)O. Cell line: UACC62. Synergy scores: CSS=27.3, Synergy_ZIP=3.12, Synergy_Bliss=2.37, Synergy_Loewe=-15.2, Synergy_HSA=1.72.